From a dataset of Full USPTO retrosynthesis dataset with 1.9M reactions from patents (1976-2016). Predict the reactants needed to synthesize the given product. (1) Given the product [Cl:22][C:18]1[CH:1]=[CH:2][NH:6][C:5]=1[C:4]([O:10][CH3:9])=[O:16], predict the reactants needed to synthesize it. The reactants are: [CH3:1][C:2]1C[CH2:4][CH2:5][N:6]=1.C1C(=O)N(Cl)[C:9](=[O:10])C1.C[O-:16].[Na+].[C:18]([Cl:22])(Cl)(Cl)Cl. (2) Given the product [Br:26][C:8]1[C:3]([O:2][CH3:1])=[CH:4][C:5]([N:23]([CH3:25])[CH3:24])=[N:6][C:7]=1[CH2:9][CH2:10][CH2:11][CH2:12][CH2:13][CH2:14][CH2:15][CH2:16][CH2:17][CH2:18][O:19][CH2:20][O:21][CH3:22], predict the reactants needed to synthesize it. The reactants are: [CH3:1][O:2][C:3]1[CH:8]=[C:7]([CH2:9][CH2:10][CH2:11][CH2:12][CH2:13][CH2:14][CH2:15][CH2:16][CH2:17][CH2:18][O:19][CH2:20][O:21][CH3:22])[N:6]=[C:5]([N:23]([CH3:25])[CH3:24])[CH:4]=1.[Br:26]N1C(=O)CCC1=O. (3) The reactants are: [NH2:1][C:2]1[CH:7]=[CH:6][CH:5]=[CH:4][C:3]=1[C:8]1[CH:13]=[CH:12][CH:11]=[CH:10][C:9]=1[CH3:14].C(N(CC)CC)C.Cl[C:23]([O:25][CH2:26][CH3:27])=[O:24]. Given the product [CH2:26]([O:25][C:23]([NH:1][C:2]1[CH:7]=[CH:6][CH:5]=[CH:4][C:3]=1[C:8]1[CH:13]=[CH:12][CH:11]=[CH:10][C:9]=1[CH3:14])=[O:24])[CH3:27], predict the reactants needed to synthesize it.